Dataset: Full USPTO retrosynthesis dataset with 1.9M reactions from patents (1976-2016). Task: Predict the reactants needed to synthesize the given product. (1) Given the product [CH2:12]([N:9]1[CH2:8][C:7]2[CH:24]=[N:1][C:2]([CH3:19])=[C:3]([C:4]#[N:5])[C:6]=2[CH2:11][CH2:10]1)[C:13]1[CH:14]=[CH:15][CH:16]=[CH:17][CH:18]=1, predict the reactants needed to synthesize it. The reactants are: [NH2:1]/[C:2](/[CH3:19])=[C:3](\[C:6]1[CH2:7][CH2:8][N:9]([CH2:12][C:13]2[CH:18]=[CH:17][CH:16]=[CH:15][CH:14]=2)[CH2:10][CH:11]=1)/[C:4]#[N:5].[Cl-].N1(C=[N+](C)C)C2C=CC=C[C:24]=2N=N1.[OH-].[Na+]. (2) Given the product [F:1][C:2]1[C:7]([S:8]([C:11]([F:14])([F:13])[F:12])(=[O:9])=[O:10])=[CH:6][CH:5]=[CH:4][C:3]=1[CH:15]1[CH2:20][CH2:19][N:18]([CH2:28][CH2:29][CH3:30])[CH2:17][CH2:16]1, predict the reactants needed to synthesize it. The reactants are: [F:1][C:2]1[C:7]([S:8]([C:11]([F:14])([F:13])[F:12])(=[O:10])=[O:9])=[CH:6][CH:5]=[CH:4][C:3]=1[CH:15]1[CH2:20][CH2:19][NH:18][CH2:17][CH2:16]1.C(=O)([O-])[O-].[K+].[K+].I[CH2:28][CH2:29][CH3:30]. (3) The reactants are: [CH3:1][O:2][C:3]1[CH:12]=[CH:11][C:6]([C:7]([O:9]C)=[O:8])=[CH:5][C:4]=1[NH:13][C:14](=[O:22])[CH2:15][N:16]1[CH2:21][CH2:20][O:19][CH2:18][CH2:17]1.[OH-].[Li+].Cl. Given the product [CH3:1][O:2][C:3]1[CH:12]=[CH:11][C:6]([C:7]([OH:9])=[O:8])=[CH:5][C:4]=1[NH:13][C:14](=[O:22])[CH2:15][N:16]1[CH2:17][CH2:18][O:19][CH2:20][CH2:21]1, predict the reactants needed to synthesize it.